Dataset: Forward reaction prediction with 1.9M reactions from USPTO patents (1976-2016). Task: Predict the product of the given reaction. (1) Given the reactants [CH3:1][CH:2]1[CH2:7][CH2:6][CH:5]([O:8][C:9]2[CH:18]=[CH:17][CH:16]=[C:15]3[C:10]=2[CH:11]=[CH:12][C:13]([CH:19]=[O:20])=[CH:14]3)[CH2:4][CH2:3]1.O1CCCC1.[AlH4-].[Li+], predict the reaction product. The product is: [CH3:1][C@@H:2]1[CH2:3][CH2:4][C@H:5]([O:8][C:9]2[CH:18]=[CH:17][CH:16]=[C:15]3[C:10]=2[CH:11]=[CH:12][C:13]([CH2:19][OH:20])=[CH:14]3)[CH2:6][CH2:7]1. (2) Given the reactants C(O[C:4](=[O:17])[C:5](=[N:8][NH:9][C:10]1[CH:15]=[CH:14][CH:13]=[CH:12][C:11]=1[Br:16])[C:6]#[N:7])C.[CH2:18]([NH2:20])[CH3:19].O.C(N(CC)CC)C, predict the reaction product. The product is: [Br:16][C:11]1[CH:12]=[CH:13][CH:14]=[CH:15][C:10]=1[NH:9][N:8]=[C:5]([C:6]#[N:7])[C:4]([NH:20][CH2:18][CH3:19])=[O:17]. (3) The product is: [Br:6][C:7]1[CH:8]=[CH:9][C:10]([CH2:25][CH3:26])=[C:11]([CH:13]2[C:19](=[O:20])[C:18]([CH3:21])([CH3:22])[O:17][C:16]([CH3:24])([CH3:23])[C:15]2=[O:14])[CH:12]=1. Given the reactants S(=O)(=O)(O)O.[Br:6][C:7]1[CH:8]=[CH:9][C:10]([CH2:25][CH3:26])=[C:11]([CH:13]2[C:15]3([C:19](=[O:20])[C:18]([CH3:22])([CH3:21])[O:17][C:16]3([CH3:24])[CH3:23])[O:14]2)[CH:12]=1, predict the reaction product. (4) Given the reactants [CH2:1]([C:4]1([CH3:36])[CH2:9][C@H:8]([C:10]2[CH:15]=[CH:14][CH:13]=[C:12]([Cl:16])[CH:11]=2)[C@@H:7]([C:17]2[CH:22]=[CH:21][C:20]([Cl:23])=[CH:19][CH:18]=2)[N:6](CC2C=CC(OC)=CC=2OC)[C:5]1=[O:35])[CH:2]=[CH2:3], predict the reaction product. The product is: [CH2:1]([C@@:4]1([CH3:36])[CH2:9][C@H:8]([C:10]2[CH:15]=[CH:14][CH:13]=[C:12]([Cl:16])[CH:11]=2)[C@@H:7]([C:17]2[CH:22]=[CH:21][C:20]([Cl:23])=[CH:19][CH:18]=2)[NH:6][C:5]1=[O:35])[CH:2]=[CH2:3]. (5) Given the reactants [Cl:1][C:2]1[CH:7]=[CH:6][CH:5]=[CH:4][C:3]=1[C:8]1[CH:13]=[CH:12][N:11]=[CH:10][C:9]=1[NH:14][CH2:15][C:16]([F:19])([F:18])[F:17].[CH3:20][S:21]([C:24]1[CH:25]=[C:26]([CH:30]=[C:31]([C:33]([F:36])([F:35])[F:34])[CH:32]=1)[C:27](O)=[O:28])(=[O:23])=[O:22], predict the reaction product. The product is: [Cl:1][C:2]1[CH:7]=[CH:6][CH:5]=[CH:4][C:3]=1[C:8]1[CH:13]=[CH:12][N:11]=[CH:10][C:9]=1[N:14]([CH2:15][C:16]([F:19])([F:17])[F:18])[C:27](=[O:28])[C:26]1[CH:30]=[C:31]([C:33]([F:36])([F:34])[F:35])[CH:32]=[C:24]([S:21]([CH3:20])(=[O:23])=[O:22])[CH:25]=1. (6) Given the reactants [NH2:1][C:2]1[CH:16]=[CH:15][C:14]([Br:17])=[CH:13][C:3]=1[C:4]([NH:6][C:7]1[CH:12]=[CH:11][CH:10]=[CH:9][CH:8]=1)=[O:5].[CH:18](OCC)(OCC)OCC, predict the reaction product. The product is: [Br:17][C:14]1[CH:13]=[C:3]2[C:2](=[CH:16][CH:15]=1)[N:1]=[CH:18][N:6]([C:7]1[CH:12]=[CH:11][CH:10]=[CH:9][CH:8]=1)[C:4]2=[O:5]. (7) Given the reactants [CH3:1][O:2][C:3]1[CH:4]=[C:5]([CH:7]=[C:8]([O:11][CH3:12])[C:9]=1[CH3:10])[NH2:6].C(=O)([O-])[O-].[K+].[K+].[CH3:19][C:20]([O:23][C:24](O[C:24]([O:23][C:20]([CH3:22])([CH3:21])[CH3:19])=[O:25])=[O:25])([CH3:22])[CH3:21], predict the reaction product. The product is: [C:20]([O:23][C:24](=[O:25])[NH:6][C:5]1[CH:7]=[C:8]([O:11][CH3:12])[C:9]([CH3:10])=[C:3]([O:2][CH3:1])[CH:4]=1)([CH3:22])([CH3:21])[CH3:19]. (8) Given the reactants [CH2:1]([N:3]1[C:7]([N:8]2[CH2:12][CH2:11][CH2:10][CH2:9]2)=[N:6][C:5]([C:13]#[C:14][C:15]2[N:25]=[C:18]3[C:19]([CH3:24])=[N:20][CH:21]=[C:22]([CH3:23])[N:17]3[N:16]=2)=[N:4]1)[CH3:2], predict the reaction product. The product is: [CH2:1]([N:3]1[C:7]([N:8]2[CH2:9][CH2:10][CH2:11][CH2:12]2)=[N:6][C:5]([CH2:13][CH2:14][C:15]2[N:25]=[C:18]3[C:19]([CH3:24])=[N:20][CH:21]=[C:22]([CH3:23])[N:17]3[N:16]=2)=[N:4]1)[CH3:2]. (9) Given the reactants [NH2:1][C:2]1[N:10]=[C:9]2[N:4]([C:5]([O:13][CH3:14])=[N:6][CH:7]=[C:8]2[O:11][CH3:12])[N:3]=1.[CH3:15][O:16][C:17]1[C:22]([S:23](Cl)(=[O:25])=[O:24])=[C:21]([C:27]([F:30])([F:29])[F:28])[CH:20]=[CH:19][N:18]=1.N1C=C(C)C=C(C)C=1.Cl, predict the reaction product. The product is: [CH3:14][O:13][C:5]1[N:4]2[N:3]=[C:2]([NH:1][S:23]([C:22]3[C:17]([O:16][CH3:15])=[N:18][CH:19]=[CH:20][C:21]=3[C:27]([F:30])([F:28])[F:29])(=[O:24])=[O:25])[N:10]=[C:9]2[C:8]([O:11][CH3:12])=[CH:7][N:6]=1. (10) The product is: [NH2:13][C:11]1[N:10]=[CH:9][N:8]=[C:7]2[N:6]([CH:21]([C:19]3[C:18]([O:24][CH3:25])=[C:17]([CH:26]4[CH2:27][N:28]([C:30]([O:32][C:33]([CH3:35])([CH3:34])[CH3:36])=[O:31])[CH2:29]4)[C:16]([CH3:37])=[C:15]([Cl:14])[CH:20]=3)[CH3:22])[N:5]=[C:4]([CH3:3])[C:12]=12. Given the reactants [H-].[Na+].[CH3:3][C:4]1[C:12]2[C:7](=[N:8][CH:9]=[N:10][C:11]=2[NH2:13])[NH:6][N:5]=1.[Cl:14][C:15]1[C:16]([CH3:37])=[C:17]([CH:26]2[CH2:29][N:28]([C:30]([O:32][C:33]([CH3:36])([CH3:35])[CH3:34])=[O:31])[CH2:27]2)[C:18]([O:24][CH3:25])=[C:19]([CH:21](Cl)[CH3:22])[CH:20]=1, predict the reaction product.